From a dataset of Peptide-MHC class I binding affinity with 185,985 pairs from IEDB/IMGT. Regression. Given a peptide amino acid sequence and an MHC pseudo amino acid sequence, predict their binding affinity value. This is MHC class I binding data. (1) The peptide sequence is SIQRRTLDLLK. The MHC is H-2-Db with pseudo-sequence H-2-Db. The binding affinity (normalized) is 0. (2) The peptide sequence is CELSSHGDL. The MHC is HLA-B08:01 with pseudo-sequence HLA-B08:01. The binding affinity (normalized) is 0.213. (3) The peptide sequence is KLRHGQRSL. The MHC is HLA-B15:01 with pseudo-sequence HLA-B15:01. The binding affinity (normalized) is 0.666.